Dataset: Full USPTO retrosynthesis dataset with 1.9M reactions from patents (1976-2016). Task: Predict the reactants needed to synthesize the given product. (1) Given the product [CH2:1]([NH:8][C:9]([C:11]1[S:12][C:13]([C:19]#[N:20])=[CH:14][C:15]=1[CH3:16])=[O:10])[C:2]1[CH:7]=[CH:6][CH:5]=[CH:4][CH:3]=1, predict the reactants needed to synthesize it. The reactants are: [CH2:1]([NH:8][C:9]([C:11]1[S:12][C:13](Br)=[CH:14][C:15]=1[CH3:16])=[O:10])[C:2]1[CH:7]=[CH:6][CH:5]=[CH:4][CH:3]=1.[Cu](C#N)[C:19]#[N:20]. (2) Given the product [F:31][C:32]1[CH:39]=[CH:38][CH:37]=[CH:36][C:33]=1[CH2:34][C:2]1[CH:3]=[C:4]2[C:9](=[C:10]([OH:12])[CH:11]=1)[N:8]=[CH:7][NH:6][C:5]2=[O:29], predict the reactants needed to synthesize it. The reactants are: Br[C:2]1[CH:3]=[C:4]2[C:9](=[C:10]([O:12]COCC[Si](C)(C)C)[CH:11]=1)[N:8]=[CH:7][N:6](COCC[Si](C)(C)C)[C:5]2=[O:29].[Br-].[F:31][C:32]1[CH:39]=[CH:38][CH:37]=[CH:36][C:33]=1[CH2:34][Zn+].[Br-].C([Zn+])C1C=CC=CC=1. (3) Given the product [CH3:20][C:19]([O:23][C:24]([NH:26][C:27]([NH:1][CH2:2][CH2:3][C:4]([O:6][CH2:41][CH2:40][CH:39]=[CH2:38])=[O:5])=[N:30][C:31]([O:33][C:34]([CH3:37])([CH3:36])[CH3:35])=[O:32])=[O:25])([CH3:22])[CH3:21], predict the reactants needed to synthesize it. The reactants are: [NH2:1][CH2:2][CH2:3][C:4]([OH:6])=[O:5].C[Si](Cl)(C)C.C(N(CC)CC)C.[C:19]([O:23][C:24]([NH:26][C:27](=[N:30][C:31]([O:33][C:34]([CH3:37])([CH3:36])[CH3:35])=[O:32])SC)=[O:25])([CH3:22])([CH3:21])[CH3:20].[CH2:38](O)[CH2:39][CH2:40][CH:41]=C.C1CCC(N=C=NC2CCCCC2)CC1. (4) Given the product [S:6]([O-:9])([OH:3])(=[O:8])=[O:7].[NH4+:1].[FH:5].[C:2](=[O:3])=[O:7], predict the reactants needed to synthesize it. The reactants are: [NH2:1][C:2](N)=[O:3].[F:5][S:6]([OH:9])(=[O:8])=[O:7]. (5) Given the product [OH:10][C:9]1[C:4]2[C:5](=[N:13][CH:14]=[C:2]([I:1])[CH:3]=2)[N:6]([CH3:12])[C:7](=[O:11])[C:20]=1[C:21]([O:23][CH3:24])=[O:22], predict the reactants needed to synthesize it. The reactants are: [I:1][C:2]1[CH:14]=[N:13][C:5]2[N:6]([CH3:12])[C:7](=[O:11])O[C:9](=[O:10])[C:4]=2[CH:3]=1.IC1C=NC(NC)=[C:20](C=1)[C:21]([O:23][CH3:24])=[O:22].IC1C=NC(NC)=C(C=1)C(OCC)=O.ClC(OC(Cl)(Cl)Cl)=O. (6) Given the product [CH3:1][C:2]1[CH:3]=[CH:4][C:5]([C:8]2[CH:13]=[CH:12][C:11]([CH2:14][NH:15][C:39]([C:35]3[N:36]([CH3:38])[CH:37]=[C:33]([NH:32][C:30]([C:25]4[C:24]([C:21]5[CH:20]=[CH:19][C:18]([C:17]([F:43])([F:16])[F:42])=[CH:23][CH:22]=5)=[CH:29][CH:28]=[CH:27][CH:26]=4)=[O:31])[CH:34]=3)=[O:40])=[CH:10][CH:9]=2)=[CH:6][CH:7]=1, predict the reactants needed to synthesize it. The reactants are: [CH3:1][C:2]1[CH:7]=[CH:6][C:5]([C:8]2[CH:13]=[CH:12][C:11]([CH2:14][NH2:15])=[CH:10][CH:9]=2)=[CH:4][CH:3]=1.[F:16][C:17]([F:43])([F:42])[C:18]1[CH:23]=[CH:22][C:21]([C:24]2[C:25]([C:30]([NH:32][C:33]3[CH:34]=[C:35]([C:39](O)=[O:40])[N:36]([CH3:38])[CH:37]=3)=[O:31])=[CH:26][CH:27]=[CH:28][CH:29]=2)=[CH:20][CH:19]=1.CN(C(ON1N=NC2C=CC=CC1=2)=[N+](C)C)C.[B-](F)(F)(F)F.C(N(C(C)C)C(C)C)C. (7) Given the product [CH3:7][N:6]1[C:2]([C:15]([C:17]2[CH:21]=[CH:20][S:19][CH:18]=2)=[O:16])=[CH:3][N:4]=[CH:5]1, predict the reactants needed to synthesize it. The reactants are: Br[C:2]1[N:6]([CH3:7])[CH:5]=[N:4][CH:3]=1.C([Mg]Br)C.CON(C)[C:15]([C:17]1[CH:21]=[CH:20][S:19][CH:18]=1)=[O:16].Cl.